Dataset: Reaction yield outcomes from USPTO patents with 853,638 reactions. Task: Predict the reaction yield, written as a fraction of the theoretical maximum amount of product (1.0 means a 100% yield; for example, 0.34 means a 34% yield). (1) The catalyst is O. The yield is 0.990. The reactants are C[O:2][C:3]([C:5]1[CH:9]=[C:8]([Br:10])[O:7][C:6]=1[CH2:11][NH:12][CH2:13][C:14]1[CH:19]=[CH:18][C:17]([O:20][CH3:21])=[CH:16][CH:15]=1)=[O:4].[Li+].[OH-].C1COCC1. The product is [Br:10][C:8]1[O:7][C:6]([CH2:11][NH:12][CH2:13][C:14]2[CH:19]=[CH:18][C:17]([O:20][CH3:21])=[CH:16][CH:15]=2)=[C:5]([C:3]([OH:4])=[O:2])[CH:9]=1. (2) The reactants are [S:1]1[CH:5]=[CH:4][CH:3]=[C:2]1[C:6](Cl)=[O:7].[C:9]([O:13][C:14]([N:16]1[CH2:21][CH2:20][NH:19][CH2:18][CH2:17]1)=[O:15])([CH3:12])([CH3:11])[CH3:10]. The catalyst is CN(C1C=CN=CC=1)C.N1C=CC=CC=1. The product is [C:9]([O:13][C:14]([N:16]1[CH2:21][CH2:20][N:19]([C:6]([C:2]2[S:1][CH:5]=[CH:4][CH:3]=2)=[O:7])[CH2:18][CH2:17]1)=[O:15])([CH3:12])([CH3:10])[CH3:11]. The yield is 0.880.